Regression. Given two drug SMILES strings and cell line genomic features, predict the synergy score measuring deviation from expected non-interaction effect. From a dataset of NCI-60 drug combinations with 297,098 pairs across 59 cell lines. (1) Drug 1: CC12CCC3C(C1CCC2O)C(CC4=C3C=CC(=C4)O)CCCCCCCCCS(=O)CCCC(C(F)(F)F)(F)F. Drug 2: C(CC(=O)O)C(=O)CN.Cl. Cell line: NCI-H322M. Synergy scores: CSS=11.7, Synergy_ZIP=-6.15, Synergy_Bliss=-0.901, Synergy_Loewe=-3.66, Synergy_HSA=-1.82. (2) Drug 1: C1=NC2=C(N=C(N=C2N1C3C(C(C(O3)CO)O)F)Cl)N. Drug 2: CC1=C(C(=CC=C1)Cl)NC(=O)C2=CN=C(S2)NC3=CC(=NC(=N3)C)N4CCN(CC4)CCO. Cell line: HCT116. Synergy scores: CSS=33.1, Synergy_ZIP=-1.69, Synergy_Bliss=-3.00, Synergy_Loewe=-18.6, Synergy_HSA=-1.88. (3) Drug 1: CCC1(CC2CC(C3=C(CCN(C2)C1)C4=CC=CC=C4N3)(C5=C(C=C6C(=C5)C78CCN9C7C(C=CC9)(C(C(C8N6C=O)(C(=O)OC)O)OC(=O)C)CC)OC)C(=O)OC)O.OS(=O)(=O)O. Drug 2: CC1CCC2CC(C(=CC=CC=CC(CC(C(=O)C(C(C(=CC(C(=O)CC(OC(=O)C3CCCCN3C(=O)C(=O)C1(O2)O)C(C)CC4CCC(C(C4)OC)OCCO)C)C)O)OC)C)C)C)OC. Cell line: LOX IMVI. Synergy scores: CSS=18.6, Synergy_ZIP=-6.52, Synergy_Bliss=-0.289, Synergy_Loewe=-10.8, Synergy_HSA=-1.11.